The task is: Predict which catalyst facilitates the given reaction.. This data is from Catalyst prediction with 721,799 reactions and 888 catalyst types from USPTO. (1) Reactant: [CH3:1][O:2][C:3]1[C:7]([C:8]([OH:10])=O)=[CH:6][N:5]([CH3:11])[N:4]=1.O1CCCC1.C(Cl)(=O)C(Cl)=O.[NH2:23][C:24]1[CH:25]=[C:26]([CH:43]=[CH:44][C:45]=1[F:46])[O:27][C:28]1[CH:29]=[CH:30][C:31]2[N:32]([CH:34]=[C:35]([NH:37][C:38]([CH:40]3[CH2:42][CH2:41]3)=[O:39])[N:36]=2)[N:33]=1. Product: [CH:40]1([C:38]([NH:37][C:35]2[N:36]=[C:31]3[CH:30]=[CH:29][C:28]([O:27][C:26]4[CH:43]=[CH:44][C:45]([F:46])=[C:24]([NH:23][C:8]([C:7]5[C:3]([O:2][CH3:1])=[N:4][N:5]([CH3:11])[CH:6]=5)=[O:10])[CH:25]=4)=[N:33][N:32]3[CH:34]=2)=[O:39])[CH2:41][CH2:42]1. The catalyst class is: 402. (2) Reactant: [Cl:1][C:2]1[CH:7]=[CH:6][C:5]([CH:8]([C:26]2[CH:31]=[CH:30][C:29]([Cl:32])=[CH:28][CH:27]=2)[C:9]2[CH:10]=[C:11]3[C:16](=[CH:17][CH:18]=2)[N:15]=[N:14][CH:13]=[C:12]3[NH:19][CH:20]2[CH2:25][CH2:24][NH:23][CH2:22][CH2:21]2)=[CH:4][CH:3]=1.Br[C:34]1[CH:43]=[CH:42][C:37]([C:38]([O:40][CH3:41])=[O:39])=[CH:36][CH:35]=1.C1C=CC(P(C2C(C3C(P(C4C=CC=CC=4)C4C=CC=CC=4)=CC=C4C=3C=CC=C4)=C3C(C=CC=C3)=CC=2)C2C=CC=CC=2)=CC=1.C([O-])([O-])=O.[Cs+].[Cs+]. Product: [Cl:1][C:2]1[CH:7]=[CH:6][C:5]([CH:8]([C:26]2[CH:27]=[CH:28][C:29]([Cl:32])=[CH:30][CH:31]=2)[C:9]2[CH:10]=[C:11]3[C:16](=[CH:17][CH:18]=2)[N:15]=[N:14][CH:13]=[C:12]3[NH:19][CH:20]2[CH2:21][CH2:22][N:23]([C:34]3[CH:43]=[CH:42][C:37]([C:38]([O:40][CH3:41])=[O:39])=[CH:36][CH:35]=3)[CH2:24][CH2:25]2)=[CH:4][CH:3]=1. The catalyst class is: 231.